From a dataset of Forward reaction prediction with 1.9M reactions from USPTO patents (1976-2016). Predict the product of the given reaction. (1) Given the reactants [CH3:1][C:2]1([CH3:9])[CH2:7][CH2:6][CH:5]([OH:8])[CH2:4][CH2:3]1.C(N(CC)CC)C.[CH3:17][S:18](Cl)(=[O:20])=[O:19], predict the reaction product. The product is: [CH3:17][S:18]([O:8][CH:5]1[CH2:6][CH2:7][C:2]([CH3:9])([CH3:1])[CH2:3][CH2:4]1)(=[O:20])=[O:19]. (2) Given the reactants [NH2:1][C:2]1[CH:3]=[C:4]([N:8]2[C:13](=[O:14])[C:12]([CH2:15][C:16]3[CH:17]=[N:18][CH:19]=[CH:20][CH:21]=3)=[N:11][C:10]3[CH:22]=[CH:23][CH:24]=[N:25][C:9]2=3)[CH:5]=[CH:6][CH:7]=1.C(N(CC)CC)C.[Cl:33][C:34]1[CH:35]=[C:36]([CH:40]=[C:41]([Cl:43])[CH:42]=1)[C:37](Cl)=[O:38].C(=O)(O)[O-].[Na+], predict the reaction product. The product is: [Cl:33][C:34]1[CH:35]=[C:36]([CH:40]=[C:41]([Cl:43])[CH:42]=1)[C:37]([NH:1][C:2]1[CH:3]=[C:4]([N:8]2[C:13](=[O:14])[C:12]([CH2:15][C:16]3[CH:17]=[N:18][CH:19]=[CH:20][CH:21]=3)=[N:11][C:10]3[CH:22]=[CH:23][CH:24]=[N:25][C:9]2=3)[CH:5]=[CH:6][CH:7]=1)=[O:38]. (3) Given the reactants [Br:1][C:2]1[CH:10]=[CH:9][C:5]([C:6](O)=[O:7])=[CH:4][CH:3]=1.[CH3:11][N:12](C=O)[CH3:13].C(Cl)(=O)C(Cl)=O.CNC, predict the reaction product. The product is: [Br:1][C:2]1[CH:10]=[CH:9][C:5]([C:6]([N:12]([CH3:13])[CH3:11])=[O:7])=[CH:4][CH:3]=1. (4) Given the reactants [OH:1][C:2]1[N:7]=[CH:6][C:5]([N:8]2[C:12]([CH3:14])([CH3:13])[C:11](=[O:15])[N:10]([C:16]3[CH:23]=[CH:22][C:19]([C:20]#[N:21])=[C:18]([C:24]([F:27])([F:26])[F:25])[CH:17]=3)[C:9]2=[S:28])=[CH:4][CH:3]=1.[O:29]1[CH2:33][CH2:32][C@H:31](OS(C2C=CC(C)=CC=2)(=O)=O)[CH2:30]1.C(=O)([O-])[O-].[Cs+].[Cs+].[Cl-].[Na+], predict the reaction product. The product is: [CH3:13][C:12]1([CH3:14])[C:11](=[O:15])[N:10]([C:16]2[CH:23]=[CH:22][C:19]([C:20]#[N:21])=[C:18]([C:24]([F:25])([F:27])[F:26])[CH:17]=2)[C:9](=[S:28])[N:8]1[C:5]1[CH:6]=[N:7][C:2]([O:1][C@@H:31]2[CH2:32][CH2:33][O:29][CH2:30]2)=[CH:3][CH:4]=1. (5) The product is: [F:1][C:2]1[CH:7]=[CH:6][C:5]([F:8])=[CH:4][C:3]=1[C@@H:9]1[CH2:13][C@H:12]([F:14])[CH2:11][NH:10]1. Given the reactants [F:1][C:2]1[CH:7]=[CH:6][C:5]([F:8])=[CH:4][C:3]=1[C@@H:9]1[CH2:13][C@H:12]([F:14])[CH2:11][N:10]1C(OC(C)(C)C)=O.C(O)(C(F)(F)F)=O, predict the reaction product. (6) Given the reactants [NH2:1][CH2:2][CH:3]([N:11]([CH3:19])[C:12](=[O:18])[O:13][C:14]([CH3:17])([CH3:16])[CH3:15])[CH2:4][C@H:5]1[CH2:10][CH2:9][CH2:8][O:7][CH2:6]1.C(N(CC)C(C)C)(C)C.Cl[C:30]([O:32][CH2:33][C:34]1[CH:39]=[CH:38][CH:37]=[CH:36][CH:35]=1)=[O:31], predict the reaction product. The product is: [CH3:19][N:11]([CH:3]([CH2:4][C@H:5]1[CH2:10][CH2:9][CH2:8][O:7][CH2:6]1)[CH2:2][NH:1][C:30]([O:32][CH2:33][C:34]1[CH:39]=[CH:38][CH:37]=[CH:36][CH:35]=1)=[O:31])[C:12](=[O:18])[O:13][C:14]([CH3:16])([CH3:15])[CH3:17].